Dataset: Forward reaction prediction with 1.9M reactions from USPTO patents (1976-2016). Task: Predict the product of the given reaction. (1) Given the reactants [NH2:1][C:2]1[CH:7]=[CH:6][CH:5]=[CH:4][C:3]=1[SH:8].[Br:9][C:10]1[CH:11]=[C:12]([CH:16]=O)[CH:13]=[N:14][CH:15]=1, predict the reaction product. The product is: [Br:9][C:10]1[CH:11]=[C:12]([C:16]2[S:8][C:3]3[CH:4]=[CH:5][CH:6]=[CH:7][C:2]=3[N:1]=2)[CH:13]=[N:14][CH:15]=1. (2) Given the reactants C(O[C:6]([N:8]1[C:12]2=[N:13][C:14]([Cl:18])=[C:15]([Br:17])[N:16]=[C:11]2[CH:10]=[CH:9]1)=[O:7])(C)(C)C.[CH2:19]=[O:20].[OH-].[Na+].Cl, predict the reaction product. The product is: [Br:17][C:15]1[N:16]=[C:11]2[C:10]([CH2:19][OH:20])=[CH:9][N:8]([CH2:6][OH:7])[C:12]2=[N:13][C:14]=1[Cl:18]. (3) Given the reactants [N:1]([C@@H:4]([C:7]1[CH:8]=[N:9][C:10]([CH:13]([F:15])[F:14])=[CH:11][CH:12]=1)[CH2:5][OH:6])=[N+]=[N-].C1C=CC(P(C2C=CC=CC=2)C2C=CC=CC=2)=CC=1.O.Cl, predict the reaction product. The product is: [NH2:1][C@@H:4]([C:7]1[CH:8]=[N:9][C:10]([CH:13]([F:15])[F:14])=[CH:11][CH:12]=1)[CH2:5][OH:6]. (4) Given the reactants Br[C:2]1[CH:21]=[CH:20][C:5]2[C:6]([CH3:19])=[C:7]([C:9]([C:11]3[CH:16]=[CH:15][C:14]([Cl:17])=[CH:13][C:12]=3[Cl:18])=[O:10])[O:8][C:4]=2[CH:3]=1.[OH:22][CH2:23][C:24]1[CH:25]=[C:26](B(O)O)[CH:27]=[CH:28][CH:29]=1, predict the reaction product. The product is: [Cl:18][C:12]1[CH:13]=[C:14]([Cl:17])[CH:15]=[CH:16][C:11]=1[C:9]([C:7]1[O:8][C:4]2[CH:3]=[C:2]([C:28]3[CH:27]=[CH:26][CH:25]=[C:24]([CH2:23][OH:22])[CH:29]=3)[CH:21]=[CH:20][C:5]=2[C:6]=1[CH3:19])=[O:10]. (5) Given the reactants C[C:2]1[O:10][C@@H:9]2[C@@H:4]([C@@H](O)[C@H](O[C@@H]3O[C@H](CO)[C@@H](O)[C@H](O)[C@H]3NC(C)=O)[C@@H](CO)O2)[N:3]=1.CC(N[C@H]1[C@H](O[C@H]2[C@H](O)[C@@H](NC(C)=O)C(O)O[C@@H]2CO)O[C@H](CO)[C@@H](O)[C@@H]1O)=O.[C:58]([NH:61][C@@H:62]1[C@@H:68]([OH:69])[C@H:67]([O:70][C@@H:71]2[O:79][C@H:78]([CH2:80][OH:81])[C@H:76]([OH:77])[C@H:74]([OH:75])[C@H:72]2[OH:73])[C@@H:66]([CH2:82][OH:83])[O:65][CH:63]1[OH:64])(=[O:60])[CH3:59], predict the reaction product. The product is: [CH3:59][C:58]([NH:61][C@H:62]1[CH:63]([OH:64])[O:65][C@H:66]([CH2:82][OH:83])[C@@H:67]([O:70][C@@H:71]2[O:79][C@H:78]([CH2:80][OH:81])[C@H:76]([OH:77])[C@H:74]([OH:75])[C@H:72]2[OH:73])[C@@H:68]1[OH:69])=[O:60].[O:10]1[CH2:9][CH2:4][N:3]=[CH:2]1. (6) The product is: [CH3:24][O:23][C:17]1[CH:16]=[C:15]([CH:14]=[C:8]([C:5]2[CH:6]=[CH:7][C:2]([NH:1][C:25](=[O:32])[C:26]3[CH:31]=[CH:30][CH:29]=[CH:28][CH:27]=3)=[CH:3][CH:4]=2)[C:9](=[O:10])[N:11]([CH3:13])[CH3:12])[CH:20]=[C:19]([O:21][CH3:22])[CH:18]=1. Given the reactants [NH2:1][C:2]1[CH:7]=[CH:6][C:5]([C:8](=[CH:14][C:15]2[CH:20]=[C:19]([O:21][CH3:22])[CH:18]=[C:17]([O:23][CH3:24])[CH:16]=2)[C:9]([N:11]([CH3:13])[CH3:12])=[O:10])=[CH:4][CH:3]=1.[C:25](Cl)(=[O:32])[C:26]1[CH:31]=[CH:30][CH:29]=[CH:28][CH:27]=1, predict the reaction product. (7) Given the reactants Cl.[Cl:2][C:3]1[N:4]=[C:5]([C@@H:19]2[CH2:23][C@H:22]([CH:24]3[CH2:29][CH2:28][N:27]([S:30]([CH3:33])(=[O:32])=[O:31])[CH2:26][CH2:25]3)[CH2:21][NH:20]2)[NH:6][C:7]=1[C:8]1[CH:13]=[CH:12][C:11]([NH:14][C:15](=[O:18])[O:16][CH3:17])=[CH:10][CH:9]=1.[CH3:34][C:35]([O:38][C:39]([NH:41][C@H:42]([C@H:44]1[CH2:49][CH2:48][C@H:47]([C:50](O)=[O:51])[CH2:46][CH2:45]1)[CH3:43])=[O:40])([CH3:37])[CH3:36], predict the reaction product. The product is: [Cl:2][C:3]1[N:4]=[C:5]([C@@H:19]2[CH2:23][C@H:22]([CH:24]3[CH2:29][CH2:28][N:27]([S:30]([CH3:33])(=[O:32])=[O:31])[CH2:26][CH2:25]3)[CH2:21][N:20]2[C:50]([C@H:47]2[CH2:46][CH2:45][C@H:44]([C@@H:42]([NH:41][C:39](=[O:40])[O:38][C:35]([CH3:37])([CH3:36])[CH3:34])[CH3:43])[CH2:49][CH2:48]2)=[O:51])[NH:6][C:7]=1[C:8]1[CH:13]=[CH:12][C:11]([NH:14][C:15]([O:16][CH3:17])=[O:18])=[CH:10][CH:9]=1. (8) Given the reactants [Cl:1][C:2]1[C:8]([O:9][CH2:10][CH2:11][O:12][CH2:13][CH2:14][O:15][CH2:16][CH2:17][O:18][CH3:19])=[CH:7][C:5]([NH2:6])=[CH:4][C:3]=1[O:20][CH3:21].[C:22]([C:26]1[CH:30]=[C:29]([NH:31][C:32]([NH:34][C:35]2[C:44]3[C:39](=[CH:40][CH:41]=[CH:42][CH:43]=3)[C:38]([O:45][C:46]3[CH:51]=[CH:50][N:49]=[C:48](Cl)[N:47]=3)=[CH:37][CH:36]=2)=[O:33])[N:28]([C:53]2[CH:58]=[CH:57][C:56]([CH3:59])=[CH:55][CH:54]=2)[N:27]=1)([CH3:25])([CH3:24])[CH3:23].C([O-])(O)=O.[Na+], predict the reaction product. The product is: [C:22]([C:26]1[CH:30]=[C:29]([NH:31][C:32]([NH:34][C:35]2[C:44]3[C:39](=[CH:40][CH:41]=[CH:42][CH:43]=3)[C:38]([O:45][C:46]3[CH:51]=[CH:50][N:49]=[C:48]([NH:6][C:5]4[CH:7]=[C:8]([O:9][CH2:10][CH2:11][O:12][CH2:13][CH2:14][O:15][CH2:16][CH2:17][O:18][CH3:19])[C:2]([Cl:1])=[C:3]([O:20][CH3:21])[CH:4]=4)[N:47]=3)=[CH:37][CH:36]=2)=[O:33])[N:28]([C:53]2[CH:58]=[CH:57][C:56]([CH3:59])=[CH:55][CH:54]=2)[N:27]=1)([CH3:25])([CH3:24])[CH3:23].